Dataset: Forward reaction prediction with 1.9M reactions from USPTO patents (1976-2016). Task: Predict the product of the given reaction. (1) Given the reactants [CH:1]1[C:13]2[CH:12]([CH2:14][O:15][C:16]([N:18]3[CH2:23][C@@H:22]([C:24](=[O:47])[NH:25][CH2:26][C:27]4([CH2:41][CH2:42][CH2:43][CH2:44][O:45][CH3:46])[C:40]5[CH:39]=[CH:38][CH:37]=[CH:36][C:35]=5[O:34][C:33]5[C:28]4=[CH:29][CH:30]=[CH:31][CH:32]=5)[CH2:21][C@@H:20]([NH2:48])[CH2:19]3)=[O:17])[C:11]3[C:6](=[CH:7][CH:8]=[CH:9][CH:10]=3)[C:5]=2[CH:4]=[CH:3][CH:2]=1.[CH3:49][O:50][C:51]1[CH:56]=[CH:55][C:54]([S:57](Cl)(=[O:59])=[O:58])=[CH:53][CH:52]=1, predict the reaction product. The product is: [CH:1]1[C:13]2[CH:12]([CH2:14][O:15][C:16]([N:18]3[CH2:23][C@@H:22]([C:24](=[O:47])[NH:25][CH2:26][C:27]4([CH2:41][CH2:42][CH2:43][CH2:44][O:45][CH3:46])[C:40]5[CH:39]=[CH:38][CH:37]=[CH:36][C:35]=5[O:34][C:33]5[C:28]4=[CH:29][CH:30]=[CH:31][CH:32]=5)[CH2:21][C@@H:20]([NH:48][S:57]([C:54]4[CH:53]=[CH:52][C:51]([O:50][CH3:49])=[CH:56][CH:55]=4)(=[O:59])=[O:58])[CH2:19]3)=[O:17])[C:11]3[C:6](=[CH:7][CH:8]=[CH:9][CH:10]=3)[C:5]=2[CH:4]=[CH:3][CH:2]=1. (2) Given the reactants Br[C:2]1[S:6][C:5]([S:7]([NH:10][C:11]2[CH:16]=[CH:15][CH:14]=[C:13]([C:17]3[NH:21][N:20]=[N:19][N:18]=3)[CH:12]=2)(=[O:9])=[O:8])=[CH:4][CH:3]=1.[F:22][C:23]1[CH:28]=[C:27]([F:29])[CH:26]=[CH:25][C:24]=1B(O)O, predict the reaction product. The product is: [F:22][C:23]1[CH:28]=[C:27]([F:29])[CH:26]=[CH:25][C:24]=1[C:2]1[S:6][C:5]([S:7]([NH:10][C:11]2[CH:16]=[CH:15][CH:14]=[C:13]([C:17]3[NH:21][N:20]=[N:19][N:18]=3)[CH:12]=2)(=[O:9])=[O:8])=[CH:4][CH:3]=1. (3) Given the reactants [C:1]1([N:7]2[C:11]([C:12]3[CH:17]=[CH:16][CH:15]=[C:14]([CH2:18][CH2:19][CH3:20])[CH:13]=3)=[CH:10][C:9]([NH2:21])=[N:8]2)[CH:6]=[CH:5][CH:4]=[CH:3][CH:2]=1.[O:22]=[C:23]1[O:27][CH2:26][CH:25]([C:28](O)=[O:29])[CH2:24]1.C1C=CC2N(O)N=NC=2C=1.CCN=C=NCCCN(C)C.Cl.C(=O)([O-])O.[Na+], predict the reaction product. The product is: [C:1]1([N:7]2[C:11]([C:12]3[CH:17]=[CH:16][CH:15]=[C:14]([CH2:18][CH2:19][CH3:20])[CH:13]=3)=[CH:10][C:9]([NH:21][C:28]([CH:25]3[CH2:24][C:23](=[O:22])[O:27][CH2:26]3)=[O:29])=[N:8]2)[CH:6]=[CH:5][CH:4]=[CH:3][CH:2]=1. (4) Given the reactants Cl[C:2]1[C:3]([NH2:9])=[N:4][CH:5]=[N:6][C:7]=1Cl.[NH2:10][CH2:11][CH:12]1[CH2:17][CH2:16][N:15]([C:18]([O:20]C(C)(C)C)=O)[CH2:14][CH2:13]1.[CH3:25][O:26][C:27]1[CH:28]=[C:29](B(O)O)[CH:30]=[CH:31][C:32]=1[O:33][CH3:34].[C:38](Cl)(=O)[CH:39]=C, predict the reaction product. The product is: [NH2:9][C:3]1[N:4]=[CH:5][N:6]=[C:7]([NH:10][CH2:11][CH:12]2[CH2:13][CH2:14][N:15]([C:18](=[O:20])[CH:38]=[CH2:39])[CH2:16][CH2:17]2)[C:2]=1[C:30]1[CH:29]=[CH:28][C:27]([O:26][CH3:25])=[C:32]([O:33][CH3:34])[CH:31]=1. (5) Given the reactants Cl[C:2]1[CH:7]=[CH:6][C:5]([NH:8][C:9](=[O:17])OC2C=CC=CC=2)=[CH:4][C:3]=1[C:18]([F:21])([F:20])[F:19].[CH:22]1[CH:23]=[CH:24][C:25]2N(O)N=[N:28][C:26]=2C=1.F[C:33](F)(F)[C:34]1[CH:35]=C(N)C=C(N)[CH:39]=1.C([N:47](C(C)C)CC)(C)C.CC[O:55][C:56](C)=[O:57], predict the reaction product. The product is: [NH2:47][C:7]1[CH:6]=[C:5]([NH:8][C:9]([CH:24]2[CH2:23][CH2:22][N:28]([C:56]([O:55][C:34]([CH3:35])([CH3:39])[CH3:33])=[O:57])[CH2:26][CH2:25]2)=[O:17])[CH:4]=[C:3]([C:18]([F:19])([F:20])[F:21])[CH:2]=1. (6) Given the reactants [Cl:1][C:2]1[N:7]=[CH:6][C:5]([O:8][C:9]2[CH:14]=[CH:13][C:12]([CH2:15][OH:16])=[CH:11][C:10]=2[F:17])=[CH:4][CH:3]=1.Cl[C:19]1[CH:29]=[C:23]2[N:24]([CH3:28])[CH2:25][CH2:26][CH2:27][N:22]2[C:21](=[O:30])[N:20]=1, predict the reaction product. The product is: [Cl:1][C:2]1[N:7]=[CH:6][C:5]([O:8][C:9]2[CH:14]=[CH:13][C:12]([CH2:15][O:16][C:19]3[CH:29]=[C:23]4[N:24]([CH3:28])[CH2:25][CH2:26][CH2:27][N:22]4[C:21](=[O:30])[N:20]=3)=[CH:11][C:10]=2[F:17])=[CH:4][CH:3]=1. (7) Given the reactants [CH2:1]([O:8][C:9]([NH:11][CH2:12][C:13]1[CH:14]=[C:15]([CH:19]2[CH2:24][CH2:23][N:22](C(OC(C)(C)C)=O)[CH2:21][CH2:20]2)[CH:16]=[CH:17][CH:18]=1)=[O:10])[C:2]1[CH:7]=[CH:6][CH:5]=[CH:4][CH:3]=1.C(O)(C(F)(F)F)=O, predict the reaction product. The product is: [NH:22]1[CH2:23][CH2:24][CH:19]([C:15]2[CH:14]=[C:13]([CH:18]=[CH:17][CH:16]=2)[CH2:12][NH:11][C:9](=[O:10])[O:8][CH2:1][C:2]2[CH:7]=[CH:6][CH:5]=[CH:4][CH:3]=2)[CH2:20][CH2:21]1. (8) Given the reactants C[O:2][C:3]([C:5]1([NH:11][C:12]([CH:14]2[CH2:18][CH:17]([O:19][C:20]3[C:29]4[C:24](=[CH:25][C:26]([O:30][CH3:31])=[CH:27][CH:28]=4)[N:23]=[C:22]([C:32]4[CH:37]=[CH:36][CH:35]=[CH:34][CH:33]=4)[CH:21]=3)[CH2:16][N:15]2[C:38](=[O:52])[CH:39]([NH:44][C:45]([O:47][C:48]([CH3:51])([CH3:50])[CH3:49])=[O:46])[C:40]([CH3:43])([CH3:42])[CH3:41])=[O:13])[C:7]2([CH2:10][CH2:9][CH2:8]2)[CH2:6]1)=[O:4].[Li+].[OH-], predict the reaction product. The product is: [C:48]([O:47][C:45]([NH:44][CH:39]([C:40]([CH3:43])([CH3:42])[CH3:41])[C:38]([N:15]1[CH2:16][CH:17]([O:19][C:20]2[C:29]3[C:24](=[CH:25][C:26]([O:30][CH3:31])=[CH:27][CH:28]=3)[N:23]=[C:22]([C:32]3[CH:37]=[CH:36][CH:35]=[CH:34][CH:33]=3)[CH:21]=2)[CH2:18][CH:14]1[C:12]([NH:11][C:5]1([C:3]([OH:4])=[O:2])[C:7]2([CH2:10][CH2:9][CH2:8]2)[CH2:6]1)=[O:13])=[O:52])=[O:46])([CH3:51])([CH3:50])[CH3:49].